This data is from Forward reaction prediction with 1.9M reactions from USPTO patents (1976-2016). The task is: Predict the product of the given reaction. (1) Given the reactants C(N=C=NC(C)C)(C)C.[C:10]([OH:14])([CH3:13])([CH3:12])[CH3:11].ClCCl.C([O:20][C:21]([C:23]1([C:26](O)=[O:27])[CH2:25][CH2:24]1)=[O:22])C, predict the reaction product. The product is: [C:10]([O:14][C:26]([C:23]1([C:21]([OH:22])=[O:20])[CH2:25][CH2:24]1)=[O:27])([CH3:13])([CH3:12])[CH3:11]. (2) The product is: [Cl:1][C:2]1[CH:3]=[C:4]([C:9]2[N:13]([C:14]3[CH:15]=[CH:16][C:17]([O:20][CH3:21])=[CH:18][CH:19]=3)[N:12]=[C:11]([CH2:22][C@@H:23]([C:39]3[CH:40]=[C:41]([CH3:45])[CH:42]=[CH:43][CH:44]=3)[C:24]([OH:46])=[O:25])[CH:10]=2)[CH:5]=[CH:6][C:7]=1[Cl:8]. Given the reactants [Cl:1][C:2]1[CH:3]=[C:4]([C:9]2[N:13]([C:14]3[CH:19]=[CH:18][C:17]([O:20][CH3:21])=[CH:16][CH:15]=3)[N:12]=[C:11]([CH2:22][C@@H:23]([C:39]3[CH:40]=[C:41]([CH3:45])[CH:42]=[CH:43][CH:44]=3)[C:24](N3[C@H]4C5C=CC=CC=5C[C@H]4OC3=O)=[O:25])[CH:10]=2)[CH:5]=[CH:6][C:7]=1[Cl:8].[OH:46]O.[Li+].[OH-].Cl, predict the reaction product.